This data is from Reaction yield outcomes from USPTO patents with 853,638 reactions. The task is: Predict the reaction yield, written as a fraction of the theoretical maximum amount of product (1.0 means a 100% yield; for example, 0.34 means a 34% yield). (1) The catalyst is C(Cl)Cl. The reactants are [NH:1]1[CH2:6][CH2:5][O:4][CH2:3][CH2:2]1.C(N(CC)CC)C.[N+:14]([C:17]1[S:21][C:20]([S:22](Cl)(=[O:24])=[O:23])=[CH:19][CH:18]=1)([O-:16])=[O:15]. The product is [O:4]1[CH2:5][CH2:6][N:1]([S:22]([C:20]2[S:21][C:17]([N+:14]([O-:16])=[O:15])=[CH:18][CH:19]=2)(=[O:24])=[O:23])[CH2:2][CH2:3]1. The yield is 0.780. (2) The reactants are [C:1]([Si:5]([CH3:22])([CH3:21])[O:6][C@H:7]1[CH2:12][CH2:11][C@H:10]([NH:13][C:14](=[O:20])[CH2:15][CH2:16][CH2:17][CH2:18]Cl)[CH2:9][CH2:8]1)([CH3:4])([CH3:3])[CH3:2].[H-].[Na+]. The catalyst is C1COCC1. The product is [C:1]([Si:5]([CH3:22])([CH3:21])[O:6][C@H:7]1[CH2:12][CH2:11][C@H:10]([N:13]2[CH2:18][CH2:17][CH2:16][CH2:15][C:14]2=[O:20])[CH2:9][CH2:8]1)([CH3:4])([CH3:3])[CH3:2]. The yield is 0.740. (3) The reactants are [CH2:1]([C:3]1[CH:26]=[CH:25][CH:24]=[C:23]([CH3:27])[C:4]=1[CH2:5][NH:6][C:7]1[C:15]2[N:14]=[C:13]([CH3:16])[N:12]([CH3:17])[C:11]=2[CH:10]=[C:9]([C:18](OCC)=[O:19])[CH:8]=1)[CH3:2].[NH2:28][CH2:29][CH2:30][OH:31]. The catalyst is [Cl-].[NH4+]. The product is [CH2:1]([C:3]1[CH:26]=[CH:25][CH:24]=[C:23]([CH3:27])[C:4]=1[CH2:5][NH:6][C:7]1[C:15]2[N:14]=[C:13]([CH3:16])[N:12]([CH3:17])[C:11]=2[CH:10]=[C:9]([C:18]([NH:28][CH2:29][CH2:30][OH:31])=[O:19])[CH:8]=1)[CH3:2]. The yield is 0.690. (4) The reactants are [Br:1][C:2]1[CH:9]=[CH:8][C:5]([C:6]#[N:7])=[C:4](F)[CH:3]=1.C(=O)(O)O.[NH2:15][C:16]([NH2:18])=[NH:17].O.[OH-].[NH4+]. The catalyst is CN(C)C(=O)C. The product is [Br:1][C:2]1[CH:9]=[C:8]2[C:5]([C:6]([NH2:7])=[N:17][C:16]([NH2:18])=[N:15]2)=[CH:4][CH:3]=1. The yield is 0.987. (5) The reactants are [S:1]1[CH:5]=[CH:4][CH:3]=[C:2]1[C:6]([OH:8])=O.Cl.[CH3:10][NH:11][O:12][CH3:13].CCN=C=NCCCN(C)C.C1C=CC2N(O)N=NC=2C=1.CCN(CC)CC. The catalyst is C(Cl)Cl. The product is [CH3:13][O:12][N:11]([CH3:10])[C:6]([C:2]1[S:1][CH:5]=[CH:4][CH:3]=1)=[O:8]. The yield is 0.670. (6) The reactants are [CH2:1]([N:8]1[CH2:13][CH2:12][CH:11]([N:14]2[CH2:18][CH2:17][N:16]([CH2:19][CH2:20][CH2:21]Br)[C:15]2=[C:23]([C:26]#[N:27])[C:24]#[N:25])[CH2:10][CH2:9]1)[C:2]1[CH:7]=[CH:6][CH:5]=[CH:4][CH:3]=1.O1CCOCC1.[CH3:34][CH:35]1[CH2:39][CH2:38][CH2:37][NH:36]1. The catalyst is O. The product is [CH2:1]([N:8]1[CH2:13][CH2:12][CH:11]([N:14]2[CH2:18][CH2:17][N:16]([CH2:19][CH2:20][CH2:21][N:36]3[CH2:37][CH2:38][CH2:39][CH:35]3[CH3:34])[C:15]2=[C:23]([C:26]#[N:27])[C:24]#[N:25])[CH2:10][CH2:9]1)[C:2]1[CH:7]=[CH:6][CH:5]=[CH:4][CH:3]=1. The yield is 0.823. (7) The reactants are [OH:1][C:2]1[CH:7]=[CH:6][C:5](/[CH:8]=[CH:9]/[C:10](=[O:12])[CH3:11])=[CH:4][C:3]=1[O:13][CH3:14].C([O-])([O-])=O.[K+].[K+].[F:21][C:22]([F:33])([F:32])[O:23][C:24]1[CH:31]=[CH:30][C:27]([CH:28]=O)=[CH:26][CH:25]=1. The catalyst is CCO.O. The product is [OH:1][C:2]1[CH:7]=[CH:6][C:5](/[CH:8]=[CH:9]/[C:10](=[O:12])/[CH:11]=[CH:28]/[C:27]2[CH:30]=[CH:31][C:24]([O:23][C:22]([F:21])([F:32])[F:33])=[CH:25][CH:26]=2)=[CH:4][C:3]=1[O:13][CH3:14]. The yield is 0.170. (8) The reactants are [CH2:1]([N:8]1[CH2:12][CH:11]2[C:13](=[O:28])[N:14]([C:17]3[CH:22]=[CH:21][C:20]([O:23][C:24]([F:27])([F:26])[F:25])=[CH:19][CH:18]=3)[C:15](=[O:16])[CH:10]2[CH2:9]1)[C:2]1[CH:7]=[CH:6][CH:5]=[CH:4][CH:3]=1.[BH4-].[Na+].O. The catalyst is CCO.ClCCl. The product is [CH2:1]([N:8]1[CH2:9][CH:10]2[CH:15]([OH:16])[N:14]([C:17]3[CH:22]=[CH:21][C:20]([O:23][C:24]([F:26])([F:27])[F:25])=[CH:19][CH:18]=3)[C:13](=[O:28])[CH:11]2[CH2:12]1)[C:2]1[CH:3]=[CH:4][CH:5]=[CH:6][CH:7]=1. The yield is 0.290.